This data is from Full USPTO retrosynthesis dataset with 1.9M reactions from patents (1976-2016). The task is: Predict the reactants needed to synthesize the given product. (1) Given the product [Cl:40][C:2]1[CH:14]=[C:13]2[C:5]([C:6]3[C:7](=[O:23])[C:8]4[CH:20]=[CH:19][C:18]([O:21][CH3:22])=[CH:17][C:9]=4[C:10]([CH3:16])([CH3:15])[C:11]=3[NH:12]2)=[CH:4][CH:3]=1, predict the reactants needed to synthesize it. The reactants are: Br[C:2]1[CH:14]=[C:13]2[C:5]([C:6]3[C:7](=[O:23])[C:8]4[CH:20]=[CH:19][C:18]([O:21][CH3:22])=[CH:17][C:9]=4[C:10]([CH3:16])([CH3:15])[C:11]=3[NH:12]2)=[CH:4][CH:3]=1.COC1C=C2C(CCC(=O)C2(C)C)=CC=1.Cl.[Cl:40]C1C=C(NN)C=CC=1. (2) Given the product [OH:1][C:2]1[CH:19]=[CH:18][C:17]2[C@@H:16]3[C@H:7]([C@H:8]4[C@@:12]([CH2:14][CH2:15]3)([CH3:13])[C@@H:11]([OH:20])[CH2:10][CH2:9]4)[C@H:6]([CH2:21][CH2:22][CH2:23][CH2:24][CH2:25][CH2:26][CH2:27][CH2:28][CH2:29][CH:30]([CH2:36][CH2:37][CH2:38][C:39]([F:44])([F:45])[C:40]([F:41])([F:42])[F:43])[C:31]([OH:33])=[O:32])[CH2:5][C:4]=2[CH:3]=1, predict the reactants needed to synthesize it. The reactants are: [OH:1][C:2]1[CH:19]=[CH:18][C:17]2[C@@H:16]3[C@H:7]([C@H:8]4[C@@:12]([CH2:14][CH2:15]3)([CH3:13])[C@@H:11]([OH:20])[CH2:10][CH2:9]4)[C@H:6]([CH2:21][CH2:22][CH2:23][CH2:24][CH2:25][CH2:26][CH2:27][CH2:28][CH2:29][CH:30]([CH2:36][CH2:37][CH2:38][C:39]([F:45])([F:44])[C:40]([F:43])([F:42])[F:41])[C:31]([O:33]CC)=[O:32])[CH2:5][C:4]=2[CH:3]=1.[OH-].[Na+].Cl. (3) Given the product [Cl:30][C:31]1[CH:38]=[CH:37][CH:36]=[CH:35][C:32]=1[CH2:33][N:19]1[C:11]2[C:10]3[CH:9]=[C:8]([O:21][CH3:22])[C:7]([C:6]4[C:2]([CH3:1])=[N:3][O:4][C:5]=4[CH3:23])=[CH:16][C:15]=3[N:14]=[CH:13][C:12]=2[O:17][C:18]1=[O:20], predict the reactants needed to synthesize it. The reactants are: [CH3:1][C:2]1[C:6]([C:7]2[C:8]([O:21][CH3:22])=[CH:9][C:10]3[C:11]4[NH:19][C:18](=[O:20])[O:17][C:12]=4[CH:13]=[N:14][C:15]=3[CH:16]=2)=[C:5]([CH3:23])[O:4][N:3]=1.C([O-])([O-])=O.[Cs+].[Cs+].[Cl:30][C:31]1[CH:38]=[CH:37][CH:36]=[CH:35][C:32]=1[CH2:33]Br. (4) Given the product [F:2][C:3]1[CH:11]=[C:10]2[C:6]([C:7]([C:21]3[CH:22]=[CH:23][C:24]([NH:27][C:29](=[O:30])[O:31][C:32]4[CH:37]=[CH:36][CH:35]=[CH:34][CH:33]=4)=[N:25][CH:26]=3)=[CH:8][N:9]2[S:12]([C:15]2[CH:16]=[CH:17][CH:18]=[CH:19][CH:20]=2)(=[O:13])=[O:14])=[CH:5][CH:4]=1, predict the reactants needed to synthesize it. The reactants are: Cl.[F:2][C:3]1[CH:11]=[C:10]2[C:6]([C:7]([C:21]3[CH:22]=[CH:23][C:24]([NH2:27])=[N:25][CH:26]=3)=[CH:8][N:9]2[S:12]([C:15]2[CH:20]=[CH:19][CH:18]=[CH:17][CH:16]=2)(=[O:14])=[O:13])=[CH:5][CH:4]=1.Cl[C:29]([O:31][C:32]1[CH:37]=[CH:36][CH:35]=[CH:34][CH:33]=1)=[O:30]. (5) Given the product [Br:1][C:2]1[CH:7]=[CH:6][C:5]([NH:8][C:9]2[N:14]3[CH:15]=[N:16][CH:17]=[C:13]3[CH:12]=[N:11][C:10]=2[C:18]([NH:23][O:24][CH2:25][C@@H:26]([OH:28])[CH3:27])=[O:20])=[C:4]([F:21])[CH:3]=1, predict the reactants needed to synthesize it. The reactants are: [Br:1][C:2]1[CH:7]=[CH:6][C:5]([NH:8][C:9]2[N:14]3[CH:15]=[N:16][CH:17]=[C:13]3[CH:12]=[N:11][C:10]=2[C:18]([OH:20])=O)=[C:4]([F:21])[CH:3]=1.Cl.[NH2:23][O:24][CH2:25][C@@H:26]([OH:28])[CH3:27].C1C=CC2N(O)N=NC=2C=1.CCN=C=NCCCN(C)C.CN1CCOCC1. (6) Given the product [CH2:1]1[CH2:10][O:9][C:8]2[CH:7]=[CH:6][C:5]([NH:11][C:12]3[C:17]([F:18])=[CH:16][N:15]=[C:14]([NH:19][C:20]4[CH:21]=[C:22]5[C:23](=[CH:24][CH:25]=4)[NH:29][CH:30]=[CH:31]5)[N:13]=3)=[CH:4][C:3]=2[O:2]1, predict the reactants needed to synthesize it. The reactants are: [CH2:1]1[CH2:10][O:9][C:8]2[CH:7]=[CH:6][C:5]([NH:11][C:12]3[C:17]([F:18])=[CH:16][N:15]=[C:14]([NH:19][C:20]4[CH:25]=[CH:24][CH:23]=[C:22](O)[CH:21]=4)[N:13]=3)=[CH:4][C:3]=2[O:2]1.ClC1N=C(NC2C=CC3OCCOC=3C=2)[C:31](F)=[CH:30][N:29]=1.NC1C=C2C(=CC=1)NC=C2.